Task: Predict the reactants needed to synthesize the given product.. Dataset: Full USPTO retrosynthesis dataset with 1.9M reactions from patents (1976-2016) (1) Given the product [F:56][C:57]1[CH:58]=[C:59]([NH:65][C:12]2[C:17]([C:18]3[N:23]=[C:22]([CH3:24])[N:21]=[C:20]([N:25]([CH2:35][C:36]4[CH:37]=[CH:38][C:39]([O:42][CH3:43])=[CH:40][CH:41]=4)[CH2:26][C:27]4[CH:28]=[CH:29][C:30]([O:33][CH3:34])=[CH:31][CH:32]=4)[N:19]=3)=[CH:16][C:15]([C@H:44]([N:46]3[CH2:47][CH2:48][N:49]([S:52]([CH3:55])(=[O:53])=[O:54])[CH2:50][CH2:51]3)[CH3:45])=[CH:14][N:13]=2)[CH:60]=[N:61][C:62]=1[O:63][CH3:64], predict the reactants needed to synthesize it. The reactants are: C[Si]([N-][Si](C)(C)C)(C)C.[Li+].F[C:12]1[C:17]([C:18]2[N:23]=[C:22]([CH3:24])[N:21]=[C:20]([N:25]([CH2:35][C:36]3[CH:41]=[CH:40][C:39]([O:42][CH3:43])=[CH:38][CH:37]=3)[CH2:26][C:27]3[CH:32]=[CH:31][C:30]([O:33][CH3:34])=[CH:29][CH:28]=3)[N:19]=2)=[CH:16][C:15]([C@H:44]([N:46]2[CH2:51][CH2:50][N:49]([S:52]([CH3:55])(=[O:54])=[O:53])[CH2:48][CH2:47]2)[CH3:45])=[CH:14][N:13]=1.[F:56][C:57]1[CH:58]=[C:59]([NH2:65])[CH:60]=[N:61][C:62]=1[O:63][CH3:64]. (2) Given the product [CH:7]1([CH2:10][O:11][C:12]2[C:17]([O:18][CH3:19])=[CH:16][N:15]=[C:14]([C:1]([OH:2])=[O:4])[CH:13]=2)[CH2:8][CH2:9]1, predict the reactants needed to synthesize it. The reactants are: [C:1](=[O:4])([O-])[O-:2].[Na+].[Na+].[CH:7]1([CH2:10][O:11][C:12]2[C:17]([O:18][CH3:19])=[CH:16][N:15]=[C:14](CO)[CH:13]=2)[CH2:9][CH2:8]1.